From a dataset of Forward reaction prediction with 1.9M reactions from USPTO patents (1976-2016). Predict the product of the given reaction. (1) Given the reactants [CH2:1]([N:3]([CH:14]1[CH2:19][CH2:18][O:17][CH2:16][CH2:15]1)[C:4]1[S:8][C:7]([CH3:9])=[C:6]([C:10]([OH:12])=O)[C:5]=1[CH3:13])[CH3:2].Cl.[NH2:21][CH2:22][C:23]1[C:24](=[O:31])[NH:25][C:26]([CH3:30])=[CH:27][C:28]=1[CH3:29].C(Cl)CCl.C1C=NC2N(O)N=NC=2C=1.CN1CCOCC1, predict the reaction product. The product is: [CH3:29][C:28]1[CH:27]=[C:26]([CH3:30])[NH:25][C:24](=[O:31])[C:23]=1[CH2:22][NH:21][C:10]([C:6]1[C:5]([CH3:13])=[C:4]([N:3]([CH2:1][CH3:2])[CH:14]2[CH2:19][CH2:18][O:17][CH2:16][CH2:15]2)[S:8][C:7]=1[CH3:9])=[O:12]. (2) Given the reactants C([O:3][C:4]([C:6]1[C:7](Cl)=[N:8][C:9]2[C:14]([CH:15]=1)=[CH:13][C:12]([Br:16])=[CH:11][C:10]=2[Br:17])=[O:5])C.[NH2:19][CH:20]([C:28]([OH:30])=[O:29])[CH2:21][C:22]1[CH:27]=[CH:26][CH:25]=[CH:24][CH:23]=1, predict the reaction product. The product is: [Br:16][C:12]1[CH:13]=[C:14]2[C:9](=[C:10]([Br:17])[CH:11]=1)[N:8]=[C:7]([NH:19][CH:20]([C:28]([OH:30])=[O:29])[CH2:21][C:22]1[CH:27]=[CH:26][CH:25]=[CH:24][CH:23]=1)[C:6]([C:4]([OH:3])=[O:5])=[CH:15]2. (3) The product is: [CH3:1][C:2]1[C:6]([CH2:7][N:8]2[CH:12]=[C:11]([N:13]3[C:17](=[O:18])[CH2:16][N:15]([CH2:22][C:23]4[CH:24]=[C:25]([CH:28]=[CH:29][CH:30]=4)[CH:26]=[O:27])[C:14]3=[O:19])[CH:10]=[N:9]2)=[C:5]([CH3:20])[O:4][N:3]=1. Given the reactants [CH3:1][C:2]1[C:6]([CH2:7][N:8]2[CH:12]=[C:11]([N:13]3[C:17](=[O:18])[CH2:16][NH:15][C:14]3=[O:19])[CH:10]=[N:9]2)=[C:5]([CH3:20])[O:4][N:3]=1.Br[CH2:22][C:23]1[CH:24]=[C:25]([CH:28]=[CH:29][CH:30]=1)[CH:26]=[O:27], predict the reaction product. (4) Given the reactants [Cl:1][C:2]1[CH:3]=[C:4]([C:8]2[S:9][CH:10]=[C:11]([C@@H:13]3[CH2:18][C:17]([F:20])([F:19])[CH2:16][CH2:15][C@H:14]3[C:21]([OH:23])=[O:22])[N:12]=2)[CH:5]=[N:6][CH:7]=1.[CH2:24]1CCN2C(=NCCC2)CC1.IC, predict the reaction product. The product is: [Cl:1][C:2]1[CH:3]=[C:4]([C:8]2[S:9][CH:10]=[C:11]([C@@H:13]3[CH2:18][C:17]([F:19])([F:20])[CH2:16][CH2:15][C@H:14]3[C:21]([O:23][CH3:24])=[O:22])[N:12]=2)[CH:5]=[N:6][CH:7]=1. (5) Given the reactants [Br:1][C:2]1[CH:7]=[CH:6][C:5]([C:8]2[N:12]([C:13]3[C:18]([Cl:19])=[CH:17][C:16]([Cl:20])=[CH:15][N:14]=3)[CH:11]=[N:10]C=2)=[CH:4][CH:3]=1.[Cl:21]N1C(=O)CCC1=O.[CH:29]([Cl:32])(Cl)Cl, predict the reaction product. The product is: [Br:1][C:2]1[CH:7]=[CH:6][C:5]([C:8]2[N:12]([C:13]3[C:18]([Cl:19])=[CH:17][C:16]([Cl:20])=[CH:15][N:14]=3)[C:11]([Cl:21])=[N:10][C:29]=2[Cl:32])=[CH:4][CH:3]=1. (6) Given the reactants Cl.[Cl:2][C:3]1[CH:8]=[CH:7][C:6]([NH:9]N)=[CH:5][CH:4]=1.BrCC([O:15][CH2:16][CH3:17])=O.Cl[C:19]1[CH:24]=C[C:22]([N:25]([CH2:27]C(OCC)=O)N)=[CH:21][CH:20]=1.C(OC(OCC)CCCNC)C.ClC1C=C2C(=CC=1)N(CC(OCC)=O)C=C2CCNC.C=O.C(O)(C(F)(F)F)=O.ClC1C=[C:77]2[C:81](=[CH:82]C=1)[N:80]([CH2:84]C(O)=O)[C:79]1[CH2:88][N:89]([CH3:92])CCC2=1.CN1CCNCC1(C)C.CCN=C=NCCCN(C)C, predict the reaction product. The product is: [Cl:2][C:3]1[CH:8]=[C:7]2[C:6](=[CH:5][CH:4]=1)[N:9]([CH2:17][C:16]([N:89]1[CH2:88][CH2:79][N:80]([CH3:84])[C:81]([CH3:77])([CH3:82])[CH2:92]1)=[O:15])[C:21]1[CH2:22][N:25]([CH3:27])[CH2:24][CH2:19][C:20]2=1. (7) Given the reactants Br[C:2]1[C:3]([NH:14][C:15]2[C:24]3[C:19](=[CH:20][C:21]([F:26])=[CH:22][C:23]=3[F:25])[N:18]=[C:17]([C:27]3[CH:32]=[CH:31][CH:30]=[CH:29][N:28]=3)[C:16]=2[CH3:33])=[CH:4][C:5]([N:8]2[CH2:13][CH2:12][O:11][CH2:10][CH2:9]2)=[N:6][CH:7]=1.[F:34][CH:35]([F:51])[C:36]1[CH:37]=[C:38](B2OC(C)(C)C(C)(C)O2)[CH:39]=[CH:40][CH:41]=1.C1(P(C2CCCCC2)C2CCCCC2)CCCCC1.[O-]P([O-])([O-])=O.[K+].[K+].[K+], predict the reaction product. The product is: [F:34][CH:35]([F:51])[C:36]1[CH:41]=[C:40]([C:2]2[C:3]([NH:14][C:15]3[C:24]4[C:19](=[CH:20][C:21]([F:26])=[CH:22][C:23]=4[F:25])[N:18]=[C:17]([C:27]4[CH:32]=[CH:31][CH:30]=[CH:29][N:28]=4)[C:16]=3[CH3:33])=[CH:4][C:5]([N:8]3[CH2:13][CH2:12][O:11][CH2:10][CH2:9]3)=[N:6][CH:7]=2)[CH:39]=[CH:38][CH:37]=1.